From a dataset of Human liver microsome stability data. Regression/Classification. Given a drug SMILES string, predict its absorption, distribution, metabolism, or excretion properties. Task type varies by dataset: regression for continuous measurements (e.g., permeability, clearance, half-life) or binary classification for categorical outcomes (e.g., BBB penetration, CYP inhibition). Dataset: hlm. (1) The molecule is C#Cc1cccc(Nc2ncnc3cc(OCCOC)c(OCCOC)cc23)c1. The result is 0 (unstable in human liver microsomes). (2) The molecule is O=S(=O)(NCCN1CCNCC1)c1ccc(NC2CCCCC2)c(NCc2ccccc2)c1. The result is 0 (unstable in human liver microsomes). (3) The molecule is CN(C)CCOc1cc(-c2cn[nH]c2)ccc1NC(=O)C1COc2ccc(F)cc2C1. The result is 0 (unstable in human liver microsomes). (4) The compound is N#CC1(n2cc([C@@H](NC(=O)c3cccc(Cl)c3)C3CCCCC3)nn2)CC1. The result is 1 (stable in human liver microsomes). (5) The drug is CC(C)(C)c1cc(NC(=O)N2CCCN(C(=O)CN3CCOCC3)CC2)no1. The result is 0 (unstable in human liver microsomes). (6) The compound is COC(=O)Nc1ccc2c(c1)NC(=O)CCC=CC[C@H](NC(=O)C=Cc1cc(Cl)ccc1-n1cnnn1)c1nc-2c[nH]1. The result is 0 (unstable in human liver microsomes). (7) The molecule is C[C@@H]1CN(c2ccc(F)cc2C(F)(F)F)CCN1S(=O)(=O)c1cccc(N2CCN(C)CC2)c1. The result is 1 (stable in human liver microsomes). (8) The compound is Cn1c(-c2ccccn2)c(C2CCCCC2)c2ccc(C(=O)N[C@@]3(C(=O)Nc4ccc(-c5cncnc5)cc4)CCNC3)cc21. The result is 0 (unstable in human liver microsomes). (9) The compound is C=CC(=O)NCc1coc(-c2c(N)ncnc2Nc2ccc(Oc3ccccc3)c(Cl)c2)n1. The result is 0 (unstable in human liver microsomes).